Dataset: Forward reaction prediction with 1.9M reactions from USPTO patents (1976-2016). Task: Predict the product of the given reaction. (1) Given the reactants [C:1]1([CH:8]=[CH:7][CH:6]=[C:4]([OH:5])[CH:3]=1)[OH:2].C(=O)([O-])[O-].[K+].[K+].[CH2:15](Br)[C:16]1[CH:21]=[CH:20][CH:19]=[CH:18][CH:17]=1, predict the reaction product. The product is: [CH2:15]([O:2][C:1]1[CH:3]=[C:4]([OH:5])[CH:6]=[CH:7][CH:8]=1)[C:16]1[CH:21]=[CH:20][CH:19]=[CH:18][CH:17]=1. (2) Given the reactants [CH:1]([O:4][C:5]1[CH:10]=[CH:9][C:8]([N+:11]([O-])=O)=[C:7]([CH3:14])[CH:6]=1)([CH3:3])[CH3:2].[C:15](OC(N(C)C)N(C)C)(C)(C)C, predict the reaction product. The product is: [CH:1]([O:4][C:5]1[CH:6]=[C:7]2[C:8](=[CH:9][CH:10]=1)[NH:11][CH:15]=[CH:14]2)([CH3:3])[CH3:2]. (3) Given the reactants [C:1]([O:5][C:6]([NH:8][CH2:9][C@H:10]1[CH2:15][CH2:14][C@H:13]([C:16]([NH:18][C@@H:19]([CH2:23][C:24]2[CH:29]=[CH:28][C:27]([C:30]3[CH:35]=[CH:34][C:33]([C:36](=[O:51])[NH:37][CH:38]4[CH2:43][CH2:42][N:41]([C:44]([O:46][C:47]([CH3:50])([CH3:49])[CH3:48])=[O:45])[CH2:40][CH2:39]4)=[CH:32][C:31]=3[CH3:52])=[CH:26][CH:25]=2)[C:20]([OH:22])=O)=[O:17])[CH2:12][CH2:11]1)=[O:7])([CH3:4])([CH3:3])[CH3:2].Cl.[F:54][C:55]([F:73])([C:69]([F:72])([F:71])[F:70])[C:56]([F:68])([F:67])[C:57]1[NH:61][C:60]2[CH:62]=[C:63]([NH2:66])[CH:64]=[CH:65][C:59]=2[N:58]=1.C(N(CC)C(C)C)(C)C.F[P-](F)(F)(F)(F)F.CN(C(ON1C2=NC=CC=C2N=N1)=[N+](C)C)C, predict the reaction product. The product is: [C:1]([O:5][C:6]([NH:8][CH2:9][C@H:10]1[CH2:15][CH2:14][C@H:13]([C:16]([NH:18][C@H:19]([C:20]([NH:66][C:63]2[CH:64]=[CH:65][C:59]3[N:58]=[C:57]([C:56]([F:68])([F:67])[C:55]([F:54])([F:73])[C:69]([F:70])([F:71])[F:72])[NH:61][C:60]=3[CH:62]=2)=[O:22])[CH2:23][C:24]2[CH:25]=[CH:26][C:27]([C:30]3[CH:35]=[CH:34][C:33]([C:36]([NH:37][CH:38]4[CH2:43][CH2:42][N:41]([C:44]([O:46][C:47]([CH3:50])([CH3:48])[CH3:49])=[O:45])[CH2:40][CH2:39]4)=[O:51])=[CH:32][C:31]=3[CH3:52])=[CH:28][CH:29]=2)=[O:17])[CH2:12][CH2:11]1)=[O:7])([CH3:4])([CH3:2])[CH3:3]. (4) Given the reactants [Cl:1][C:2]1[C:3]([N:23]2[CH2:28][CH2:27][N:26]([C:29](=[O:41])[NH:30][C:31]3[CH:36]=[CH:35][CH:34]=[C:33]([C:37]([F:40])([F:39])[F:38])[CH:32]=3)[CH2:25][CH2:24]2)=[N:4][C:5]([NH:8][C:9]2[CH:14]=[CH:13][CH:12]=[CH:11][C:10]=2[NH:15][C:16](=O)[O:17]C(C)(C)C)=[N:6][CH:7]=1.[C:42](O)([C:44](F)(F)F)=O.NC1C=CC=CC=1NC1N=C(N2CCN(C(NC3C=CC=C(C(F)(F)F)C=3)=O)CC2)C(Cl)=CN=1.C(Cl)(=O)C=C.CCN(C(C)C)C(C)C, predict the reaction product. The product is: [C:16]([NH:15][C:10]1[CH:11]=[CH:12][CH:13]=[CH:14][C:9]=1[NH:8][C:5]1[N:4]=[C:3]([N:23]2[CH2:24][CH2:25][N:26]([C:29]([NH:30][C:31]3[CH:36]=[CH:35][CH:34]=[C:33]([C:37]([F:39])([F:38])[F:40])[CH:32]=3)=[O:41])[CH2:27][CH2:28]2)[C:2]([Cl:1])=[CH:7][N:6]=1)(=[O:17])[CH:42]=[CH2:44]. (5) Given the reactants [CH3:1][S:2][C:3]1[C:11]2[C:6](=[CH:7][C:8]([NH:12][C:13](=[O:27])[NH:14][CH:15]3[CH2:19][CH2:18][N:17](C(OC(C)(C)C)=O)[CH2:16]3)=[CH:9][CH:10]=2)[N:5]([C:28]2[CH:33]=[CH:32][CH:31]=[CH:30][CH:29]=2)[N:4]=1.[Cl:34]CCl, predict the reaction product. The product is: [ClH:34].[CH3:1][S:2][C:3]1[C:11]2[C:6](=[CH:7][C:8]([NH:12][C:13]([NH:14][CH:15]3[CH2:19][CH2:18][NH:17][CH2:16]3)=[O:27])=[CH:9][CH:10]=2)[N:5]([C:28]2[CH:33]=[CH:32][CH:31]=[CH:30][CH:29]=2)[N:4]=1. (6) Given the reactants [CH3:1][CH:2]1[O:7][CH2:6][CH2:5][NH:4][C:3]1=[O:8].[H-].[Na+].Cl[CH2:12][CH2:13][CH2:14][CH2:15][CH2:16][O:17][C:18]1[CH:23]=[CH:22][CH:21]=[CH:20][C:19]=1/[CH:24]=[CH:25]/[CH:26]([CH2:39][C:40]1[CH:45]=[CH:44][C:43]([C:46]([O:48][CH3:49])=[O:47])=[CH:42][CH:41]=1)[CH2:27][CH2:28][C:29]1[CH:38]=[CH:37][C:32]([C:33]([O:35][CH3:36])=[O:34])=[CH:31][CH:30]=1.[Cl-].[NH4+], predict the reaction product. The product is: [CH3:49][O:48][C:46]([C:43]1[CH:42]=[CH:41][C:40]([CH2:39][CH:26](/[CH:25]=[CH:24]/[C:19]2[CH:20]=[CH:21][CH:22]=[CH:23][C:18]=2[O:17][CH2:16][CH2:15][CH2:14][CH2:13][CH2:12][N:4]2[CH2:5][CH2:6][O:7][CH:2]([CH3:1])[C:3]2=[O:8])[CH2:27][CH2:28][C:29]2[CH:38]=[CH:37][C:32]([C:33]([O:35][CH3:36])=[O:34])=[CH:31][CH:30]=2)=[CH:45][CH:44]=1)=[O:47]. (7) Given the reactants [CH2:1]([C:8]1[CH:26]=[CH:25][C:11]([CH2:12][NH:13][C:14]2[CH:15]=[CH:16][C:17]([OH:24])=[C:18]([CH:23]=2)[C:19]([O:21][CH3:22])=[O:20])=[CH:10][CH:9]=1)[CH2:2][CH2:3][CH2:4][CH2:5][CH2:6][CH3:7].Cl.[N:28]1[CH:33]=[CH:32][CH:31]=[CH:30][C:29]=1[C:34](Cl)=[O:35].C1(C2C=CC(CN(C3C=CC(O)=C(C=3)C(OC)=O)C(=O)C3C=CC(OC4C=CC=CC=4)=CC=3)=CC=2)CCCCC1, predict the reaction product. The product is: [CH2:1]([C:8]1[CH:26]=[CH:25][C:11]([CH2:12][N:13]([C:14]2[CH:15]=[CH:16][C:17]([OH:24])=[C:18]([CH:23]=2)[C:19]([O:21][CH3:22])=[O:20])[C:34](=[O:35])[C:29]2[CH:30]=[CH:31][CH:32]=[CH:33][N:28]=2)=[CH:10][CH:9]=1)[CH2:2][CH2:3][CH2:4][CH2:5][CH2:6][CH3:7].